The task is: Predict the reactants needed to synthesize the given product.. This data is from Full USPTO retrosynthesis dataset with 1.9M reactions from patents (1976-2016). Given the product [C:1]([C:5]1[N:6]=[C:7]([N:16]2[CH2:20][CH2:19][C:18]([F:21])([F:22])[CH2:17]2)[C:8]2[N:13]=[N:12][N:11]([CH2:14][C:15]3[CH:50]=[C:49]([F:51])[C:48]([F:52])=[CH:47][C:46]=3[Cl:53])[C:9]=2[N:10]=1)([CH3:2])([CH3:3])[CH3:4], predict the reactants needed to synthesize it. The reactants are: [C:1]([C:5]1[N:6]=[C:7]([N:16]2[CH2:20][CH2:19][C:18]([F:22])([F:21])[CH2:17]2)[C:8]2[N:13]=[N:12][N:11]([CH2:14][CH3:15])[C:9]=2[N:10]=1)([CH3:4])([CH3:3])[CH3:2].C(C1N=C(N2CCC(F)(F)C2)C2N=NNC=2N=1)(C)(C)C.BrCC1[CH:50]=[C:49]([F:51])[C:48]([F:52])=[CH:47][C:46]=1[Cl:53].